Dataset: Catalyst prediction with 721,799 reactions and 888 catalyst types from USPTO. Task: Predict which catalyst facilitates the given reaction. (1) Reactant: [CH:1]([NH:4][C:5]([C:7]1[C:8]([CH:12]=O)=[N:9][NH:10][CH:11]=1)=[O:6])([CH3:3])[CH3:2].[CH3:14][O:15][C:16]1[CH:17]=[C:18]([NH2:24])[C:19]([NH2:23])=[CH:20][C:21]=1[CH3:22]. Product: [CH:1]([NH:4][C:5]([C:7]1[C:8]([C:12]2[NH:23][C:19]3[CH:20]=[C:21]([CH3:22])[C:16]([O:15][CH3:14])=[CH:17][C:18]=3[N:24]=2)=[N:9][NH:10][CH:11]=1)=[O:6])([CH3:2])[CH3:3]. The catalyst class is: 98. (2) Reactant: [N+:1]([C:4]1[CH:9]=[CH:8][C:7]([N:10]2[CH:14]=[CH:13][N:12]=[CH:11]2)=[CH:6][CH:5]=1)([O-:3])=[O:2].[Br:15][CH2:16][CH2:17][C:18]([OH:20])=[O:19]. Product: [Br-:15].[C:18]([CH2:17][CH2:16][N:12]1[CH:13]=[CH:14][N+:10]([C:7]2[CH:6]=[CH:5][C:4]([N+:1]([O-:3])=[O:2])=[CH:9][CH:8]=2)=[CH:11]1)([OH:20])=[O:19]. The catalyst class is: 1. (3) Reactant: C[O:2][C:3](=[O:36])[C:4]1[CH:9]=[CH:8][C:7]([N:10]2[CH:15]=[C:14]([CH:16]([CH3:18])[CH3:17])[C@@:13]([C:20]3[CH:25]=[CH:24][C:23]([CH2:26][CH2:27][C:28]([CH3:31])([CH3:30])[CH3:29])=[C:22]([Cl:32])[CH:21]=3)([CH3:19])[NH:12][C:11]2=[O:33])=[CH:6][C:5]=1[O:34][CH3:35].CO.[OH-].[Na+]. Product: [Cl:32][C:22]1[CH:21]=[C:20]([C@@:13]2([CH3:19])[C:14]([CH:16]([CH3:18])[CH3:17])=[CH:15][N:10]([C:7]3[CH:8]=[CH:9][C:4]([C:3]([OH:36])=[O:2])=[C:5]([O:34][CH3:35])[CH:6]=3)[C:11](=[O:33])[NH:12]2)[CH:25]=[CH:24][C:23]=1[CH2:26][CH2:27][C:28]([CH3:30])([CH3:31])[CH3:29]. The catalyst class is: 7. (4) Reactant: [NH2:1][CH2:2][C:3]1[CH:20]=[CH:19][C:6]2[N:7]=[C:8]([N:10]3[CH2:15][CH2:14][N:13]([CH:16]4[CH2:18][CH2:17]4)[CH2:12][CH2:11]3)[S:9][C:5]=2[CH:4]=1.C(N(CC)CC)C.[Cl:28][CH2:29][CH2:30][CH2:31][S:32](Cl)(=[O:34])=[O:33]. Product: [CH:16]1([N:13]2[CH2:14][CH2:15][N:10]([C:8]3[S:9][C:5]4[CH:4]=[C:3]([CH2:2][NH:1][S:32]([CH2:31][CH2:30][CH2:29][Cl:28])(=[O:34])=[O:33])[CH:20]=[CH:19][C:6]=4[N:7]=3)[CH2:11][CH2:12]2)[CH2:17][CH2:18]1. The catalyst class is: 2.